From a dataset of Forward reaction prediction with 1.9M reactions from USPTO patents (1976-2016). Predict the product of the given reaction. (1) Given the reactants [F:1][C:2]([F:44])([C:31]1[O:32][C:33]([C:36]2[CH:41]=[CH:40][CH:39]=[CH:38][C:37]=2[O:42][CH3:43])=[N:34][N:35]=1)[C:3]1[CH:30]=[CH:29][C:6]([C:7]([NH:9][C:10]2[C:14]([NH:15]C(=O)OC(C)(C)C)=[CH:13][N:12]([C:23]3[CH:28]=[CH:27][CH:26]=[CH:25][CH:24]=3)[N:11]=2)=[O:8])=[CH:5][CH:4]=1.FC(F)(F)C(O)=O, predict the reaction product. The product is: [NH2:15][C:14]1[C:10]([NH:9][C:7](=[O:8])[C:6]2[CH:5]=[CH:4][C:3]([C:2]([F:1])([F:44])[C:31]3[O:32][C:33]([C:36]4[CH:41]=[CH:40][CH:39]=[CH:38][C:37]=4[O:42][CH3:43])=[N:34][N:35]=3)=[CH:30][CH:29]=2)=[N:11][N:12]([C:23]2[CH:28]=[CH:27][CH:26]=[CH:25][CH:24]=2)[CH:13]=1. (2) The product is: [NH2:55][C:1]([O:2][C:3]1[CH:8]=[CH:7][C:6]([CH2:9][C@H:10]([NH:31][C:32](=[O:33])[O:34][C@@H:35]2[C@H:42]3[C@H:38]([O:39][CH2:40][CH2:41]3)[O:37][CH2:36]2)[C@H:11]([OH:30])[CH2:12][N:13]([S:18]([C:21]2[CH:29]=[CH:28][C:24]3[O:25][CH2:26][O:27][C:23]=3[CH:22]=2)(=[O:19])=[O:20])[CH2:14][CH:15]([CH3:16])[CH3:17])=[CH:5][CH:4]=1)=[O:43]. Given the reactants [C:1](=O)([O:43]C1C=CC([N+]([O-])=O)=CC=1)[O:2][C:3]1[CH:8]=[CH:7][C:6]([CH2:9][C@H:10]([NH:31][C:32]([O:34][C@@H:35]2[C@H:42]3[C@H:38]([O:39][CH2:40][CH2:41]3)[O:37][CH2:36]2)=[O:33])[C@H:11]([OH:30])[CH2:12][N:13]([S:18]([C:21]2[CH:29]=[CH:28][C:24]3[O:25][CH2:26][O:27][C:23]=3[CH:22]=2)(=[O:20])=[O:19])[CH2:14][CH:15]([CH3:17])[CH3:16])=[CH:5][CH:4]=1.[OH-].[NH4+:55], predict the reaction product. (3) Given the reactants [N+:1]([C:4]1[CH:5]=[N:6][C:7]2[C:12]([C:13]=1O)=[CH:11][CH:10]=[CH:9][CH:8]=2)([O-:3])=[O:2].S(Cl)([Cl:17])=O.CN(C)C=O, predict the reaction product. The product is: [Cl:17][C:13]1[C:12]2[C:7](=[CH:8][CH:9]=[CH:10][CH:11]=2)[N:6]=[CH:5][C:4]=1[N+:1]([O-:3])=[O:2]. (4) The product is: [NH2:23][C:22]1[CH:24]=[CH:25][C:19]([C:2]2[C:3]([NH2:10])=[N:4][CH:5]=[CH:6][C:7]=2[O:8][CH3:9])=[CH:20][CH:21]=1. Given the reactants I[C:2]1[C:3]([NH2:10])=[N:4][CH:5]=[CH:6][C:7]=1[O:8][CH3:9].CC1(C)C(C)(C)OB([C:19]2[CH:25]=[CH:24][C:22]([NH2:23])=[CH:21][CH:20]=2)O1.[F-].[Cs+].[Cl-].[NH4+], predict the reaction product.